Dataset: Catalyst prediction with 721,799 reactions and 888 catalyst types from USPTO. Task: Predict which catalyst facilitates the given reaction. (1) Reactant: [C:1]([O:20][CH2:21][CH2:22][N:23]([CH2:31][CH2:32][O:33][C:34](=[O:52])[CH2:35][CH2:36][CH2:37][CH2:38][CH2:39][CH2:40][CH2:41]/[CH:42]=[CH:43]\[CH2:44][CH2:45][CH2:46][CH2:47][CH2:48][CH2:49][CH2:50][CH3:51])C(=O)OC(C)(C)C)(=[O:19])[CH2:2][CH2:3][CH2:4][CH2:5][CH2:6][CH2:7][CH2:8]/[CH:9]=[CH:10]\[CH2:11][CH2:12][CH2:13][CH2:14][CH2:15][CH2:16][CH2:17][CH3:18].FC(F)(F)C(O)=O. Product: [C:1]([O:20][CH2:21][CH2:22][NH:23][CH2:31][CH2:32][O:33][C:34](=[O:52])[CH2:35][CH2:36][CH2:37][CH2:38][CH2:39][CH2:40][CH2:41]/[CH:42]=[CH:43]\[CH2:44][CH2:45][CH2:46][CH2:47][CH2:48][CH2:49][CH2:50][CH3:51])(=[O:19])[CH2:2][CH2:3][CH2:4][CH2:5][CH2:6][CH2:7][CH2:8]/[CH:9]=[CH:10]\[CH2:11][CH2:12][CH2:13][CH2:14][CH2:15][CH2:16][CH2:17][CH3:18]. The catalyst class is: 4. (2) Reactant: Cl[C:2]1[C:11]([CH3:12])=[C:10]([Cl:13])[C:9]2[C:4](=[CH:5][C:6]([F:15])=[CH:7][C:8]=2[F:14])[N:3]=1.C(Cl)Cl.[Br-].[CH:20]1([Zn+])[CH2:22][CH2:21]1. Product: [Cl:13][C:10]1[C:9]2[C:4](=[CH:5][C:6]([F:15])=[CH:7][C:8]=2[F:14])[N:3]=[C:2]([CH:20]2[CH2:22][CH2:21]2)[C:11]=1[CH3:12]. The catalyst class is: 1.